Dataset: Reaction yield outcomes from USPTO patents with 853,638 reactions. Task: Predict the reaction yield, written as a fraction of the theoretical maximum amount of product (1.0 means a 100% yield; for example, 0.34 means a 34% yield). (1) The reactants are [CH3:1][O:2][CH:3]([O:13][CH3:14])[CH2:4][C:5]1[N:12]=[CH:11][CH:10]=[CH:9][C:6]=1[C:7]#[N:8].C([O-])([O-])=[O:16].[Na+].[Na+].OO. The catalyst is CC(C)=O. The product is [CH3:14][O:13][CH:3]([O:2][CH3:1])[CH2:4][C:5]1[N:12]=[CH:11][CH:10]=[CH:9][C:6]=1[C:7]([NH2:8])=[O:16]. The yield is 0.780. (2) The reactants are [CH2:1]([O:3][C:4]([C:6]1[C:7]([N:14]([CH2:16][CH3:17])[CH3:15])=[N:8][C:9](Cl)=[CH:10][C:11]=1[CH3:12])=[O:5])[CH3:2].[NH:18]1[CH2:23][CH2:22][O:21][CH2:20][CH2:19]1. The catalyst is [OH-].[Na+].CCOC(C)=O. The product is [CH2:1]([O:3][C:4]([C:6]1[C:7]([N:14]([CH2:16][CH3:17])[CH3:15])=[N:8][C:9]([N:18]2[CH2:23][CH2:22][O:21][CH2:20][CH2:19]2)=[CH:10][C:11]=1[CH3:12])=[O:5])[CH3:2]. The yield is 0.410. (3) The reactants are [NH2:1][C:2]1[N:7]=[CH:6][N:5]=[C:4]2[N:8]([C@@H:26]3[CH2:31][CH2:30][CH2:29][N:28](C(OC(C)(C)C)=O)[CH2:27]3)[N:9]=[C:10]([C:11]3[CH:16]=[CH:15][C:14]([O:17][C:18]4[CH:23]=[C:22]([F:24])[CH:21]=[C:20]([F:25])[CH:19]=4)=[CH:13][CH:12]=3)[C:3]=12.FC(F)(F)C(O)=O. The catalyst is ClCCl. The product is [F:25][C:20]1[CH:19]=[C:18]([CH:23]=[C:22]([F:24])[CH:21]=1)[O:17][C:14]1[CH:15]=[CH:16][C:11]([C:10]2[C:3]3[C:4](=[N:5][CH:6]=[N:7][C:2]=3[NH2:1])[N:8]([C@@H:26]3[CH2:31][CH2:30][CH2:29][NH:28][CH2:27]3)[N:9]=2)=[CH:12][CH:13]=1. The yield is 0.760. (4) The reactants are C(OC(=O)[NH:7][C@H:8]([CH2:33][C:34]1[CH:39]=[C:38]([F:40])[C:37]([F:41])=[CH:36][C:35]=1[F:42])[CH2:9][C:10]([N:12]1[CH2:17][CH2:16][N:15]2[C:18]([C:29]([F:32])([F:31])[F:30])=[N:19][C:20]([C:21]([N:23]3[CH2:27][CH2:26][C@H:25]([F:28])[CH2:24]3)=[O:22])=[C:14]2[CH2:13]1)=[O:11])(C)(C)C.[ClH:44]. The yield is 0.940. The product is [ClH:44].[NH2:7][C@H:8]([CH2:33][C:34]1[CH:39]=[C:38]([F:40])[C:37]([F:41])=[CH:36][C:35]=1[F:42])[CH2:9][C:10]([N:12]1[CH2:17][CH2:16][N:15]2[C:18]([C:29]([F:32])([F:31])[F:30])=[N:19][C:20]([C:21]([N:23]3[CH2:27][CH2:26][C@H:25]([F:28])[CH2:24]3)=[O:22])=[C:14]2[CH2:13]1)=[O:11]. The catalyst is C(OCC)(=O)C.